From a dataset of Forward reaction prediction with 1.9M reactions from USPTO patents (1976-2016). Predict the product of the given reaction. (1) Given the reactants [CH3:1][C:2]1[C:6]2[CH:7]=[N:8][CH:9]=[CH:10][C:5]=2[S:4][C:3]=1[CH:11]=[O:12].[CH:13]1([Mg]Br)[CH2:18][CH2:17][CH2:16][CH2:15][CH2:14]1.[Cl-].[NH4+].C[N+]1([O-])CCOCC1, predict the reaction product. The product is: [CH:13]1([C:11]([C:3]2[S:4][C:5]3[CH:10]=[CH:9][N:8]=[CH:7][C:6]=3[C:2]=2[CH3:1])=[O:12])[CH2:18][CH2:17][CH2:16][CH2:15][CH2:14]1. (2) The product is: [Cl:1][C:2]1[CH:3]=[C:4]([NH:5][C:18]2[C:27]3[C:22](=[CH:23][C:24]([F:31])=[C:25]([N+:28]([O-:30])=[O:29])[CH:26]=3)[N:21]=[CH:20][N:19]=2)[CH:6]=[CH:7][C:8]=1[O:9][CH2:10][C:11]1[CH:16]=[CH:15][CH:14]=[CH:13][N:12]=1. Given the reactants [Cl:1][C:2]1[CH:3]=[C:4]([CH:6]=[CH:7][C:8]=1[O:9][CH2:10][C:11]1[CH:16]=[CH:15][CH:14]=[CH:13][N:12]=1)[NH2:5].Cl[C:18]1[C:27]2[C:22](=[CH:23][C:24]([F:31])=[C:25]([N+:28]([O-:30])=[O:29])[CH:26]=2)[N:21]=[CH:20][N:19]=1, predict the reaction product. (3) Given the reactants [NH2:1][CH:2]1[CH2:7][CH2:6][N:5]([CH2:8][C:9]2[CH:18]=[C:17]3[C:12]([CH2:13][CH2:14][C:15](=[O:19])[NH:16]3)=[CH:11][CH:10]=2)[CH2:4][CH2:3]1.CCN(C(C)C)C(C)C.[CH3:29][O:30][C:31]1[CH:32]=[C:33]([CH:37]=[CH:38][CH:39]=1)[C:34](Cl)=[O:35].C([O-])(O)=O.[Na+], predict the reaction product. The product is: [CH3:29][O:30][C:31]1[CH:32]=[C:33]([CH:37]=[CH:38][CH:39]=1)[C:34]([NH:1][CH:2]1[CH2:7][CH2:6][N:5]([CH2:8][C:9]2[CH:18]=[C:17]3[C:12]([CH2:13][CH2:14][C:15](=[O:19])[NH:16]3)=[CH:11][CH:10]=2)[CH2:4][CH2:3]1)=[O:35].